This data is from Forward reaction prediction with 1.9M reactions from USPTO patents (1976-2016). The task is: Predict the product of the given reaction. (1) Given the reactants Br[C:2]1[CH:3]=[C:4]([NH:8][C:9]2[C:18]3[C:13](=[CH:14][C:15]([F:20])=[CH:16][C:17]=3[F:19])[N:12]=[C:11]([C:21]3[CH:26]=[CH:25][CH:24]=[CH:23][N:22]=3)[C:10]=2[CH3:27])[CH:5]=[N:6][CH:7]=1.[F:28][C:29]1[C:30](B(O)O)=[CH:31][C:32]([O:35][CH3:36])=[N:33][CH:34]=1.C1(P(C2CCCCC2)C2(OC)CC=CC(OC)=C2C2C=CC=CC=2)CCCCC1.COC1C=CC=C(OC)C=1C1C=CC=CC=1P(C1CCCCC1)C1CCCCC1.[O-]P([O-])([O-])=O.[K+].[K+].[K+], predict the reaction product. The product is: [F:19][C:17]1[CH:16]=[C:15]([F:20])[CH:14]=[C:13]2[C:18]=1[C:9]([NH:8][C:4]1[CH:3]=[C:2]([C:30]3[C:29]([F:28])=[CH:34][N:33]=[C:32]([O:35][CH3:36])[CH:31]=3)[CH:7]=[N:6][CH:5]=1)=[C:10]([CH3:27])[C:11]([C:21]1[CH:26]=[CH:25][CH:24]=[CH:23][N:22]=1)=[N:12]2. (2) Given the reactants [H-].[Na+].[CH3:3][NH:4][C:5](=[O:9])[CH2:6][C:7]#[N:8].NCC[C:13]1[N:21]=[C:20]([Cl:22])[CH:19]=[CH:18][C:14]=1[C:15](F)=[O:16].[C:23](O)(=O)[CH3:24].C[N:28](C)C=O, predict the reaction product. The product is: [NH2:8][C:7]1[N:28]([CH2:23][CH3:24])[C:13]2[C:14]([C:15](=[O:16])[C:6]=1[C:5]([NH:4][CH3:3])=[O:9])=[CH:18][CH:19]=[C:20]([Cl:22])[N:21]=2.